Task: Predict the reactants needed to synthesize the given product.. Dataset: Full USPTO retrosynthesis dataset with 1.9M reactions from patents (1976-2016) (1) Given the product [CH2:1]([O:3][C:4]([C@H:6]1[C@H:10]([NH:26][CH2:19][C:20]2[CH:25]=[CH:24][CH:23]=[CH:22][CH:21]=2)[CH2:9][N:8]([C:12]([O:14][C:15]([CH3:18])([CH3:17])[CH3:16])=[O:13])[CH2:7]1)=[O:5])[CH3:2], predict the reactants needed to synthesize it. The reactants are: [CH2:1]([O:3][C:4]([CH:6]1[C:10](=O)[CH2:9][N:8]([C:12]([O:14][C:15]([CH3:18])([CH3:17])[CH3:16])=[O:13])[CH2:7]1)=[O:5])[CH3:2].[CH2:19]([NH2:26])[C:20]1[CH:25]=[CH:24][CH:23]=[CH:22][CH:21]=1.CC(O)=O.C([BH3-])#N.[Na+]. (2) Given the product [NH2:11][C@@H:12]1[CH2:16][CH2:15][C@:14]([CH3:21])([C:17]([O:19][CH3:20])=[O:18])[C:13]1([CH3:23])[CH3:22], predict the reactants needed to synthesize it. The reactants are: C(OC([NH:11][C@@H:12]1[CH2:16][CH2:15][C@:14]([CH3:21])([C:17]([O:19][CH3:20])=[O:18])[C:13]1([CH3:23])[CH3:22])=O)C1C=CC=CC=1. (3) Given the product [Cl:1][C:2]1[CH:3]=[C:4]([O:13][CH3:14])[C:5]([O:11][CH3:12])=[C:6]([C:8](=[O:10])[CH3:9])[CH:7]=1, predict the reactants needed to synthesize it. The reactants are: [Cl:1][C:2]1[CH:3]=[C:4]([O:13][CH3:14])[C:5]([O:11][CH3:12])=[C:6]([CH:8]([OH:10])[CH3:9])[CH:7]=1.C1C=C[NH+]=CC=1.[O-][Cr](Cl)(=O)=O. (4) Given the product [F:30][C:29]([F:32])([F:31])[C:33]([OH:35])=[O:34].[F:30][C:29]([F:32])([F:31])[C:33]([OH:35])=[O:34].[Cl:27][C:17]1[C:16]2[C:21](=[CH:22][C:13]([S:10]([N:8]([CH3:9])[CH2:7][C:6]([OH:28])=[O:5])(=[O:11])=[O:12])=[CH:14][CH:15]=2)[C:20]([NH:23][C:24]([NH2:26])=[NH:25])=[N:19][CH:18]=1, predict the reactants needed to synthesize it. The reactants are: C([O:5][C:6](=[O:28])[CH2:7][N:8]([S:10]([C:13]1[CH:22]=[C:21]2[C:16]([C:17]([Cl:27])=[CH:18][N:19]=[C:20]2[NH:23][C:24]([NH2:26])=[NH:25])=[CH:15][CH:14]=1)(=[O:12])=[O:11])[CH3:9])(C)(C)C.[C:29]([C:33]([OH:35])=[O:34])([F:32])([F:31])[F:30]. (5) Given the product [CH:1]1([CH2:4][N:5]2[CH:9]=[C:8]([NH2:10])[CH:7]=[N:6]2)[CH2:3][CH2:2]1, predict the reactants needed to synthesize it. The reactants are: [CH:1]1([CH2:4][N:5]2[CH:9]=[C:8]([N+:10]([O-])=O)[CH:7]=[N:6]2)[CH2:3][CH2:2]1. (6) Given the product [CH3:73][O:74][C:75](=[O:85])[CH2:76][C:77]1[CH:78]=[CH:79][C:80]([CH2:83][N:12]2[C:11]3[CH:25]=[C:26]([F:30])[C:27]([F:29])=[CH:28][C:10]=3[N:9]=[C:8]2[C:5]2[CH:6]=[CH:7][C:2]([Cl:1])=[CH:3][C:4]=2[O:31][CH3:32])=[CH:81][CH:82]=1, predict the reactants needed to synthesize it. The reactants are: [Cl:1][C:2]1[CH:7]=[CH:6][C:5]([C:8]2[N:12](CC3C=CC(CCC(O)=O)=CC=3)[C:11]3[CH:25]=[C:26]([F:30])[C:27]([F:29])=[CH:28][C:10]=3[N:9]=2)=[C:4]([O:31][CH2:32]C2CCCC2)[CH:3]=1.ClC1C=CC(C2N(CC3C=C(C=CC=3)C(O)=O)C3C=C(F)C(F)=CC=3N=2)=C(OCC2CCCC2)C=1.[CH3:73][O:74][C:75](=[O:85])[CH2:76][C:77]1[CH:82]=[CH:81][C:80]([CH2:83]Br)=[CH:79][CH:78]=1. (7) The reactants are: [CH3:1][O:2][C:3]1[CH:4]=[C:5]([CH:11]=[CH:12][C:13]([OH:15])=[O:14])[CH:6]=[CH:7][C:8]=1[O:9][CH3:10].[CH3:16]O. Given the product [CH3:16][O:14][C:13](=[O:15])[CH:12]=[CH:11][C:5]1[CH:6]=[CH:7][C:8]([O:9][CH3:10])=[C:3]([O:2][CH3:1])[CH:4]=1, predict the reactants needed to synthesize it. (8) Given the product [F:7][C:2]1[CH:33]=[C:32]([NH:31][C:23]2[C:24]3[S:29](=[O:30])[CH2:28][CH2:27][C:25]=3[N:26]=[C:21]([N:18]3[CH2:19][CH2:20][N:15]([C:12]4[CH:13]=[CH:14][C:9]([S:39]([CH3:38])(=[O:41])=[O:40])=[CH:10][CH:11]=4)[CH2:16][CH2:17]3)[N:22]=2)[CH:35]=[CH:36][CH:3]=1, predict the reactants needed to synthesize it. The reactants are: F[C:2]([F:7])(F)[C:3](O)=O.Cl[C:9]1[CH:14]=[CH:13][C:12]([N:15]2[CH2:20][CH2:19][N:18]([C:21]3[N:22]=[C:23]([NH:31][C@H:32]([CH:35](C)[CH3:36])[CH2:33]N)[C:24]4[S:29](=[O:30])[CH2:28][CH2:27][C:25]=4[N:26]=3)[CH2:17][CH2:16]2)=[CH:11][CH:10]=1.[CH3:38][S:39](C1C=CC(N2CCNCC2)=CC=1)(=[O:41])=[O:40].